Dataset: Full USPTO retrosynthesis dataset with 1.9M reactions from patents (1976-2016). Task: Predict the reactants needed to synthesize the given product. (1) Given the product [C:1]([C:3]1[N:8]=[CH:7][C:6]([C:9]([N:48]2[CH2:49][CH2:50][C:51]([O:54][CH3:55])([O:52][CH3:53])[CH:46]([F:45])[CH2:47]2)=[O:11])=[CH:5][CH:4]=1)#[N:2], predict the reactants needed to synthesize it. The reactants are: [C:1]([C:3]1[N:8]=[CH:7][C:6]([C:9]([OH:11])=O)=[CH:5][CH:4]=1)#[N:2].CN(C(ON1N=NC2C=CC=NC1=2)=[N+](C)C)C.F[P-](F)(F)(F)(F)F.CCN(C(C)C)C(C)C.[F:45][CH:46]1[C:51]([O:54][CH3:55])([O:52][CH3:53])[CH2:50][CH2:49][NH:48][CH2:47]1. (2) Given the product [C:19]([O:23][C:24]([NH:26][CH2:27][CH2:28][O:1][C:2]1[CH:11]=[C:10]([O:12][CH3:13])[C:9]([CH2:14][CH:15]=[C:16]([CH3:18])[CH3:17])=[CH:8][C:3]=1[C:4]([O:6][CH3:7])=[O:5])=[O:25])([CH3:22])([CH3:21])[CH3:20], predict the reactants needed to synthesize it. The reactants are: [OH:1][C:2]1[CH:11]=[C:10]([O:12][CH3:13])[C:9]([CH2:14][CH:15]=[C:16]([CH3:18])[CH3:17])=[CH:8][C:3]=1[C:4]([O:6][CH3:7])=[O:5].[C:19]([O:23][C:24]([NH:26][CH2:27][CH2:28]O)=[O:25])([CH3:22])([CH3:21])[CH3:20].CC(OC(/N=N/C(OC(C)C)=O)=O)C. (3) Given the product [CH:70]1([CH2:76][NH:77][C:23]([C:7]2[C:8](=[O:22])[N:9]([C:12]3[CH:17]=[CH:16][CH:15]=[C:14]([C:18]([F:19])([F:21])[F:20])[CH:13]=3)[C:10]([CH3:11])=[C:5]([C:3]([N:2]([CH3:26])[CH3:1])=[O:4])[CH:6]=2)=[O:24])[CH2:75][CH2:74][CH2:73][CH2:72][CH2:71]1, predict the reactants needed to synthesize it. The reactants are: [CH3:1][N:2]([CH3:26])[C:3]([C:5]1[CH:6]=[C:7]([C:23](O)=[O:24])[C:8](=[O:22])[N:9]([C:12]2[CH:17]=[CH:16][CH:15]=[C:14]([C:18]([F:21])([F:20])[F:19])[CH:13]=2)[C:10]=1[CH3:11])=[O:4].CN(C(ON1N=NC2C=CC=NC1=2)=[N+](C)C)C.F[P-](F)(F)(F)(F)F.C1C=NC2N(O)N=NC=2C=1.CCN(C(C)C)C(C)C.[CH:70]1([CH2:76][NH2:77])[CH2:75][CH2:74][CH2:73][CH2:72][CH2:71]1. (4) Given the product [CH3:32][C:45]1([CH3:46])[CH2:15][CH:14]([C:12]([NH:11][C:9](=[O:10])[NH:8][C:6]2[CH:5]=[CH:4][C:3]([O:19][C:20]3[CH:25]=[CH:24][N:23]=[C:22]([C:26]4[CH:27]=[N:28][N:29]([CH3:31])[CH:30]=4)[CH:21]=3)=[C:2]([CH3:1])[N:7]=2)=[O:13])[CH2:18]1, predict the reactants needed to synthesize it. The reactants are: [CH3:1][C:2]1[N:7]=[C:6]([NH:8][C:9]([NH:11][C:12]([CH:14]2[CH2:18]CO[CH2:15]2)=[O:13])=[O:10])[CH:5]=[CH:4][C:3]=1[O:19][C:20]1[CH:25]=[CH:24][N:23]=[C:22]([C:26]2[CH:27]=[N:28][N:29]([CH3:31])[CH:30]=2)[CH:21]=1.[C:32](Cl)(=O)C(Cl)=O.N1C=CC=CC=1.Cl[CH2:45][CH2:46]Cl. (5) Given the product [I:1][C:2]1[CH:7]=[CH:6][C:5]([O:8][CH2:11][C:12]2[CH:21]=[CH:20][C:19]3[C:14](=[CH:15][CH:16]=[CH:17][CH:18]=3)[N:13]=2)=[CH:4][CH:3]=1, predict the reactants needed to synthesize it. The reactants are: [I:1][C:2]1[CH:7]=[CH:6][C:5]([OH:8])=[CH:4][CH:3]=1.Cl.Cl[CH2:11][C:12]1[CH:21]=[CH:20][C:19]2[C:14](=[CH:15][CH:16]=[CH:17][CH:18]=2)[N:13]=1.C(=O)([O-])[O-].[K+].[K+]. (6) Given the product [NH:26]([CH:20]1[CH2:21][CH2:22][N:17]([CH2:16][C:14]2[CH:13]=[CH:12][N:11]=[C:10]([C:5]3[CH:4]=[C:3]([O:24][CH3:25])[C:2]([Cl:1])=[C:7]([O:8][CH3:9])[CH:6]=3)[CH:15]=2)[CH2:18][CH2:19]1)[C:27]1[CH:32]=[CH:31][CH:30]=[CH:29][CH:28]=1, predict the reactants needed to synthesize it. The reactants are: [Cl:1][C:2]1[C:7]([O:8][CH3:9])=[CH:6][C:5]([C:10]2[CH:15]=[C:14]([CH2:16][N:17]3[CH2:22][CH2:21][C:20](=O)[CH2:19][CH2:18]3)[CH:13]=[CH:12][N:11]=2)=[CH:4][C:3]=1[O:24][CH3:25].[NH2:26][C:27]1[CH:32]=[CH:31][CH:30]=[CH:29][CH:28]=1. (7) Given the product [Cl:1][C:2]1[CH:37]=[CH:36][CH:35]=[CH:34][C:3]=1[CH2:4][N:5]1[C:13]2[C:12](=[O:14])[N:11]([CH3:15])[C:10]([S:16]([CH3:17])(=[O:43])=[O:42])=[N:9][C:8]=2[C:7]([C:18]#[N:19])=[C:6]1[N:20]1[CH2:25][CH2:24][CH2:23][C@@H:22]([NH:26][C:27](=[O:33])[O:28][C:29]([CH3:30])([CH3:31])[CH3:32])[CH2:21]1, predict the reactants needed to synthesize it. The reactants are: [Cl:1][C:2]1[CH:37]=[CH:36][CH:35]=[CH:34][C:3]=1[CH2:4][N:5]1[C:13]2[C:12](=[O:14])[N:11]([CH3:15])[C:10]([S:16][CH3:17])=[N:9][C:8]=2[C:7]([C:18]#[N:19])=[C:6]1[N:20]1[CH2:25][CH2:24][CH2:23][C@@H:22]([NH:26][C:27](=[O:33])[O:28][C:29]([CH3:32])([CH3:31])[CH3:30])[CH2:21]1.C(O)(=O)C.[OH2:42].[OH:43]O.